This data is from Forward reaction prediction with 1.9M reactions from USPTO patents (1976-2016). The task is: Predict the product of the given reaction. Given the reactants [F:1][C:2]1[CH:3]=[N:4][CH:5]=[C:6]([CH:11]=1)[C:7](Cl)=[N:8][OH:9].[C:12]([C:14]1[CH:15]=[C:16]([C:20](=[O:22])[CH3:21])[CH:17]=[CH:18][CH:19]=1)#[CH:13].N, predict the reaction product. The product is: [F:1][C:2]1[CH:11]=[C:6]([C:7]2[CH:13]=[C:12]([C:14]3[CH:15]=[C:16]([C:20](=[O:22])[CH3:21])[CH:17]=[CH:18][CH:19]=3)[O:9][N:8]=2)[CH:5]=[N:4][CH:3]=1.